This data is from Forward reaction prediction with 1.9M reactions from USPTO patents (1976-2016). The task is: Predict the product of the given reaction. Given the reactants Br[C:2]1[CH:7]=[CH:6][N:5]2[C:8]([C:11]([NH:13][C:14]3[CH:19]=[C:18]([C:20](=[O:31])[NH:21][CH2:22][C:23]4[CH:28]=[CH:27][C:26]([F:29])=[C:25]([F:30])[CH:24]=4)[CH:17]=[CH:16][C:15]=3[F:32])=[O:12])=[CH:9][N:10]=[C:4]2[CH:3]=1.F[B-](F)(F)F.C([PH+](C(C)(C)C)C(C)(C)C)(C)(C)C.[Br-].[CH2:52]([O:54][C:55](=[O:59])[CH2:56][CH2:57][Zn+])[CH3:53], predict the reaction product. The product is: [F:30][C:25]1[CH:24]=[C:23]([CH:28]=[CH:27][C:26]=1[F:29])[CH2:22][NH:21][C:20]([C:18]1[CH:17]=[CH:16][C:15]([F:32])=[C:14]([NH:13][C:11]([C:8]2[N:5]3[CH:6]=[CH:7][C:2]([CH2:57][CH2:56][C:55]([O:54][CH2:52][CH3:53])=[O:59])=[CH:3][C:4]3=[N:10][CH:9]=2)=[O:12])[CH:19]=1)=[O:31].